This data is from Catalyst prediction with 721,799 reactions and 888 catalyst types from USPTO. The task is: Predict which catalyst facilitates the given reaction. (1) Reactant: Br.Br[CH:3]([C:5]1[O:6][C:7](=[O:22])[C:8]2[C:13]([C:14]=1[C:15]1[CH2:16][CH2:17][N:18]([CH3:21])[CH2:19][CH:20]=1)=[CH:12][CH:11]=[CH:10][CH:9]=2)[CH3:4].C([N:42]1[CH:50]=[N:49][C:48]2[C:43]1=[N:44][CH:45]=[N:46][C:47]=2[NH:51]C(=O)OC(C)(C)C)(C1C=CC=CC=1)(C1C=CC=CC=1)C1C=CC=CC=1.[H-].[Na+].C(O)(C(F)(F)F)=O.C(Cl)[Cl:69]. Product: [ClH:69].[N:46]1[C:47]([NH:51][CH:3]([C:5]2[O:6][C:7](=[O:22])[C:8]3[C:13]([C:14]=2[C:15]2[CH2:16][CH2:17][N:18]([CH3:21])[CH2:19][CH:20]=2)=[CH:12][CH:11]=[CH:10][CH:9]=3)[CH3:4])=[C:48]2[C:43]([NH:42][CH:50]=[N:49]2)=[N:44][CH:45]=1. The catalyst class is: 25. (2) The catalyst class is: 7. Reactant: [CH2:1]([C:4]1[C:8]([CH2:9][CH2:10][CH2:11][OH:12])=[CH:7][N:6]([C:13]2[CH:18]=[CH:17][C:16]([C:19]([F:22])([F:21])[F:20])=[CH:15][N:14]=2)[N:5]=1)[CH2:2][CH3:3].O[C:24]1[CH:25]=[C:26]([CH2:30][CH2:31][C:32]([O:34]C)=[O:33])[CH:27]=[CH:28][CH:29]=1.C(P(CCCC)CCCC)CCC.N(C(N1CCCCC1)=O)=NC(N1CCCCC1)=O. Product: [CH2:1]([C:4]1[C:8]([CH2:9][CH2:10][CH2:11][O:12][C:28]2[CH:27]=[C:26]([CH2:30][CH2:31][C:32]([OH:34])=[O:33])[CH:25]=[CH:24][CH:29]=2)=[CH:7][N:6]([C:13]2[CH:18]=[CH:17][C:16]([C:19]([F:21])([F:20])[F:22])=[CH:15][N:14]=2)[N:5]=1)[CH2:2][CH3:3].